This data is from Forward reaction prediction with 1.9M reactions from USPTO patents (1976-2016). The task is: Predict the product of the given reaction. Given the reactants [Cl:1][C:2]1[CH:3]=[C:4]2[C:9](=[CH:10][C:11]=1[C:12](O)=[O:13])[N:8]=[CH:7][N:6]=[C:5]2[NH:15][CH:16]([C:18]1[NH:22][C:21]2[CH:23]=[CH:24][C:25]([Cl:27])=[CH:26][C:20]=2[N:19]=1)[CH3:17].FC1C(OC(N(C)C)=[N+](C)C)=C(F)C(F)=C(F)C=1F.F[P-](F)(F)(F)(F)F.C([N:57]([CH:60]([CH3:62])[CH3:61])[CH2:58]C)(C)C.C1(NC)CC1, predict the reaction product. The product is: [Cl:1][C:2]1[CH:3]=[C:4]2[C:9](=[CH:10][C:11]=1[C:12]([N:57]([CH:60]1[CH2:61][CH2:62]1)[CH3:58])=[O:13])[N:8]=[CH:7][N:6]=[C:5]2[NH:15][CH:16]([C:18]1[NH:22][C:21]2[CH:23]=[CH:24][C:25]([Cl:27])=[CH:26][C:20]=2[N:19]=1)[CH3:17].